Dataset: Full USPTO retrosynthesis dataset with 1.9M reactions from patents (1976-2016). Task: Predict the reactants needed to synthesize the given product. (1) Given the product [O:12]1[C@@H:7]([CH2:6][N:20]2[CH2:21][CH2:22][CH2:23][N:17]([C:24]3[N:33]=[CH:32][CH:31]=[CH:30][C:25]=3[C:26]([O:28][CH3:29])=[O:27])[CH2:18][CH2:19]2)[CH2:8][O:9][C:10]2[CH:16]=[CH:15][CH:14]=[CH:13][C:11]1=2, predict the reactants needed to synthesize it. The reactants are: CS(O[CH2:6][C@@H:7]1[O:12][C:11]2[CH:13]=[CH:14][CH:15]=[CH:16][C:10]=2[O:9][CH2:8]1)(=O)=O.[N:17]1([C:24]2[N:33]=[CH:32][CH:31]=[CH:30][C:25]=2[C:26]([O:28][CH3:29])=[O:27])[CH2:23][CH2:22][CH2:21][NH:20][CH2:19][CH2:18]1.C([O-])([O-])=O.[K+].[K+].O. (2) Given the product [CH2:40]([O:42][C:43]1[N:9]([C:10]2[C:18]3[O:17][CH2:16][C@@H:15]([N:19]([C:34](=[O:39])[C:35]([F:37])([F:38])[F:36])[C:20]4[CH:33]=[CH:32][C:23]5[C@H:24]([CH2:27][C:28]([O:30][CH3:31])=[O:29])[CH2:25][O:26][C:22]=5[CH:21]=4)[C:14]=3[CH:13]=[CH:12][CH:11]=2)[C:3]2[CH:4]=[C:5]([F:8])[CH:6]=[CH:7][C:2]=2[N:1]=1)[CH3:41], predict the reactants needed to synthesize it. The reactants are: [NH2:1][C:2]1[CH:7]=[CH:6][C:5]([F:8])=[CH:4][C:3]=1[NH:9][C:10]1[C:18]2[O:17][CH2:16][C@@H:15]([N:19]([C:34](=[O:39])[C:35]([F:38])([F:37])[F:36])[C:20]3[CH:33]=[CH:32][C:23]4[C@H:24]([CH2:27][C:28]([O:30][CH3:31])=[O:29])[CH2:25][O:26][C:22]=4[CH:21]=3)[C:14]=2[CH:13]=[CH:12][CH:11]=1.[CH2:40]([O:42][C:43](OCC)(OCC)OCC)[CH3:41].